Predict which catalyst facilitates the given reaction. From a dataset of Catalyst prediction with 721,799 reactions and 888 catalyst types from USPTO. (1) Reactant: [CH2:1]([O:5][C:6]1[CH:11]=[CH:10][N:9]=[C:8]([C:12](OC)=[O:13])[CH:7]=1)[CH2:2][CH2:3][CH3:4].[BH4-].[Na+]. Product: [CH2:1]([O:5][C:6]1[CH:11]=[CH:10][N:9]=[C:8]([CH2:12][OH:13])[CH:7]=1)[CH2:2][CH2:3][CH3:4]. The catalyst class is: 5. (2) Reactant: [N:1]1[CH:6]=[CH:5][CH:4]=[CH:3][C:2]=1[CH3:7].[Li]CCCC.[C:13](OC)(=[O:17])[CH2:14][CH2:15][CH3:16]. Product: [O:17]=[C:13]([CH2:14][CH2:15][CH3:16])[CH2:7][C:2]1[CH:3]=[CH:4][CH:5]=[CH:6][N:1]=1. The catalyst class is: 1. (3) Reactant: [F:1][C:2]([P:8]([C:12]([F:18])([F:17])[C:13]([F:16])([F:15])[F:14])(=[O:11])[O:9]C)([F:7])[C:3]([F:6])([F:5])[F:4].[CH2:19]([N:23]1[CH2:27][CH2:26][CH2:25][CH2:24]1)[CH2:20][CH2:21][CH3:22]. Product: [F:7][C:2]([P:8]([C:12]([F:17])([F:18])[C:13]([F:16])([F:15])[F:14])(=[O:9])[O-:11])([F:1])[C:3]([F:6])([F:5])[F:4].[CH2:19]([N+:23]1([CH3:2])[CH2:27][CH2:26][CH2:25][CH2:24]1)[CH2:20][CH2:21][CH3:22]. The catalyst class is: 81. (4) Reactant: C([O:4][CH2:5][CH2:6][N:7]1[C:12](=[O:13])[CH2:11][N:10]2[CH:14]([C:35](=[CH2:38])[CH2:36][CH3:37])[C:15]3([C:32]4[C:27](=[CH:28][C:29]([Cl:33])=[CH:30][CH:31]=4)[NH:26][C:25]3=[O:34])[CH:16]([C:18]3[CH:23]=[CH:22][CH:21]=[C:20]([Cl:24])[CH:19]=3)[CH2:17][C:9]2=[N:8]1)(=O)C.[OH-].[Na+].Cl. Product: [Cl:33][C:29]1[CH:28]=[C:27]2[NH:26][C:25](=[O:34])[C:15]3([CH:14]([C:35](=[CH2:38])[CH2:36][CH3:37])[N:10]4[C:9](=[N:8][N:7]([CH2:6][CH2:5][OH:4])[C:12](=[O:13])[CH2:11]4)[CH2:17][CH:16]3[C:18]3[CH:23]=[CH:22][CH:21]=[C:20]([Cl:24])[CH:19]=3)[C:32]2=[CH:31][CH:30]=1. The catalyst class is: 83. (5) Reactant: [Cl:1][C:2]1[C:3]([O:29][C:30]2[CH:35]=[CH:34][C:33]([C:36]3[CH:41]=[CH:40][CH:39]=[CH:38][C:37]=3[C:42]([F:45])([F:44])[F:43])=[CH:32][C:31]=2[C:46]2[CH:51]=[CH:50][N:49]=[N:48][CH:47]=2)=[CH:4][C:5]([F:28])=[C:6]([S:8]([N:11](CC2C=CC(OC)=CC=2OC)[C:12]2[S:13][CH:14]=[N:15][N:16]=2)(=[O:10])=[O:9])[CH:7]=1. Product: [Cl:1][C:2]1[C:3]([O:29][C:30]2[CH:35]=[CH:34][C:33]([C:36]3[CH:41]=[CH:40][CH:39]=[CH:38][C:37]=3[C:42]([F:43])([F:44])[F:45])=[CH:32][C:31]=2[C:46]2[CH:51]=[CH:50][N:49]=[N:48][CH:47]=2)=[CH:4][C:5]([F:28])=[C:6]([S:8]([NH:11][C:12]2[S:13][CH:14]=[N:15][N:16]=2)(=[O:10])=[O:9])[CH:7]=1. The catalyst class is: 89. (6) Reactant: [CH2:1]([O:5][C:6](=[O:20])[CH2:7][CH:8]1[C:17]2[C:12](=[C:13]([CH3:19])[C:14]([OH:18])=[CH:15][CH:16]=2)[CH2:11][CH2:10][NH:9]1)[CH2:2][CH2:3][CH3:4].C(N(CC)CC)C.[C:28](O[C:28]([O:30][C:31]([CH3:34])([CH3:33])[CH3:32])=[O:29])([O:30][C:31]([CH3:34])([CH3:33])[CH3:32])=[O:29]. Product: [CH2:1]([O:5][C:6](=[O:20])[CH2:7][CH:8]1[C:17]2[C:12](=[C:13]([CH3:19])[C:14]([OH:18])=[CH:15][CH:16]=2)[CH2:11][CH2:10][N:9]1[C:28]([O:30][C:31]([CH3:34])([CH3:33])[CH3:32])=[O:29])[CH2:2][CH2:3][CH3:4]. The catalyst class is: 429. (7) Reactant: [F:1][C:2]1([F:10])[CH2:7][CH2:6][CH:5]([CH2:8][OH:9])[CH2:4][CH2:3]1.[H-].[Na+].F[C:14]1[CH:19]=[CH:18][C:17]([S:20]([CH3:23])(=[O:22])=[O:21])=[CH:16][C:15]=1[C:24]1[C:32]2[C:27](=[C:28]([O:33][CH3:34])[N:29]=[CH:30][CH:31]=2)[N:26]([CH3:35])[CH:25]=1. Product: [F:1][C:2]1([F:10])[CH2:7][CH2:6][CH:5]([CH2:8][O:9][C:14]2[CH:19]=[CH:18][C:17]([S:20]([CH3:23])(=[O:22])=[O:21])=[CH:16][C:15]=2[C:24]2[C:32]3[C:27](=[C:28]([O:33][CH3:34])[N:29]=[CH:30][CH:31]=3)[N:26]([CH3:35])[CH:25]=2)[CH2:4][CH2:3]1. The catalyst class is: 7. (8) Reactant: [Br:1][C:2]1[CH:9]=[C:6]([CH:7]=[O:8])[C:5]([OH:10])=[CH:4][CH:3]=1.C(=O)([O-])[O-].[K+].[K+].[CH2:17](Br)[C:18]1[CH:23]=[CH:22][CH:21]=[CH:20][CH:19]=1.O. Product: [CH2:17]([O:10][C:5]1[CH:4]=[CH:3][C:2]([Br:1])=[CH:9][C:6]=1[CH:7]=[O:8])[C:18]1[CH:23]=[CH:22][CH:21]=[CH:20][CH:19]=1. The catalyst class is: 9. (9) Reactant: C([O:3][C:4]([C:6]1[C:11]([NH:12][C:13]2[CH:18]=[CH:17][C:16]([CH2:19][CH3:20])=[CH:15][C:14]=2[F:21])=[CH:10][C:9](=[O:22])[N:8]([CH3:23])[CH:7]=1)=[O:5])C.[OH-].[Na+]. Product: [CH2:19]([C:16]1[CH:17]=[CH:18][C:13]([NH:12][C:11]2[C:6]([C:4]([OH:5])=[O:3])=[CH:7][N:8]([CH3:23])[C:9](=[O:22])[CH:10]=2)=[C:14]([F:21])[CH:15]=1)[CH3:20]. The catalyst class is: 14.